Dataset: TCR-epitope binding with 47,182 pairs between 192 epitopes and 23,139 TCRs. Task: Binary Classification. Given a T-cell receptor sequence (or CDR3 region) and an epitope sequence, predict whether binding occurs between them. (1) The epitope is KLGGALQAK. The TCR CDR3 sequence is CASSLGGYTDTQYF. Result: 1 (the TCR binds to the epitope). (2) The epitope is AIMTRCLAV. The TCR CDR3 sequence is CSVVLVAKNIQYF. Result: 0 (the TCR does not bind to the epitope). (3) The epitope is TPRVTGGGAM. The TCR CDR3 sequence is CASSPGKLDSEETQYF. Result: 1 (the TCR binds to the epitope). (4) The epitope is IPRRNVATL. The TCR CDR3 sequence is CASSSTRNRLNNSPLHF. Result: 1 (the TCR binds to the epitope). (5) The epitope is RPHERNGFTVL. The TCR CDR3 sequence is CASTLGGGWGYTF. Result: 0 (the TCR does not bind to the epitope). (6) The epitope is TLIGDCATV. The TCR CDR3 sequence is CASSPGFPNEQYF. Result: 1 (the TCR binds to the epitope). (7) The epitope is KTSVDCTMYI. The TCR CDR3 sequence is CASSSDYGGIEQYF. Result: 0 (the TCR does not bind to the epitope).